From a dataset of Full USPTO retrosynthesis dataset with 1.9M reactions from patents (1976-2016). Predict the reactants needed to synthesize the given product. (1) Given the product [CH3:1][O:2][C:3]1[CH:8]=[N:7][C:6]([C:9]2[CH:13]=[CH:12][N:11]([CH3:40])[N:10]=2)=[C:5]2[NH:14][CH:15]=[C:16]([C:17](=[O:37])[C:18]([N:20]3[CH2:25][CH2:24][N:23]([C:26]4[N:30]([C:31]5[CH:36]=[CH:35][CH:34]=[CH:33][N:32]=5)[N:29]=[N:28][N:27]=4)[CH2:22][CH2:21]3)=[O:19])[C:4]=12, predict the reactants needed to synthesize it. The reactants are: [CH3:1][O:2][C:3]1[CH:8]=[N:7][C:6]([C:9]2[CH:13]=[CH:12][NH:11][N:10]=2)=[C:5]2[NH:14][CH:15]=[C:16]([C:17](=[O:37])[C:18]([N:20]3[CH2:25][CH2:24][N:23]([C:26]4[N:30]([C:31]5[CH:36]=[CH:35][CH:34]=[CH:33][N:32]=5)[N:29]=[N:28][N:27]=4)[CH2:22][CH2:21]3)=[O:19])[C:4]=12.[H-].[Na+].[CH3:40]I. (2) Given the product [CH3:45][N:46]1[CH2:51][CH2:50][N:49]([CH2:32][C:33]([NH:1][C:2]2[S:3][C:4]3[CH:10]=[C:9]([O:11][C:12]4[CH:13]=[C:14]([CH:28]=[CH:29][CH:30]=4)[C:15]([NH:17][C:18]4[CH:19]=[CH:20][C:21]([C:24]([F:27])([F:25])[F:26])=[CH:22][CH:23]=4)=[O:16])[CH:8]=[CH:7][C:5]=3[N:6]=2)=[O:34])[CH2:48][CH2:47]1, predict the reactants needed to synthesize it. The reactants are: [NH2:1][C:2]1[S:3][C:4]2[CH:10]=[C:9]([O:11][C:12]3[CH:13]=[C:14]([CH:28]=[CH:29][CH:30]=3)[C:15]([NH:17][C:18]3[CH:23]=[CH:22][C:21]([C:24]([F:27])([F:26])[F:25])=[CH:20][CH:19]=3)=[O:16])[CH:8]=[CH:7][C:5]=2[N:6]=1.Cl[CH2:32][C:33](Cl)=[O:34].C(N(C(C)C)C(C)C)C.[CH3:45][N:46]1[CH2:51][CH2:50][NH:49][CH2:48][CH2:47]1. (3) Given the product [NH2:11][CH2:12][CH2:13][CH2:14][CH2:15][NH:16][C:17]1[C:18]2[N:19]=[CH:20][N:21]([C:34]=2[N:35]=[CH:36][N:37]=1)[C@@H:22]1[O:33][C@H:27]([C:28]([NH:30][CH2:31][CH3:32])=[O:29])[C@@H:25]([OH:26])[C@H:23]1[OH:24], predict the reactants needed to synthesize it. The reactants are: C(OC([NH:11][CH2:12][CH2:13][CH2:14][CH2:15][NH:16][C:17]1[C:18]2[N:19]=[CH:20][N:21]([C:34]=2[N:35]=[CH:36][N:37]=1)[C@@H:22]1[O:33][C@H:27]([C:28]([NH:30][CH2:31][CH3:32])=[O:29])[C@@H:25]([OH:26])[C@H:23]1[OH:24])=O)C1C=CC=CC=1.